This data is from Forward reaction prediction with 1.9M reactions from USPTO patents (1976-2016). The task is: Predict the product of the given reaction. (1) Given the reactants [Cl:1][C:2]1[CH:3]=[C:4]([C:21]2[CH:26]=[CH:25][CH:24]=[C:23]([O:27][CH3:28])[CH:22]=2)[C:5]2[O:10][CH:9]([C:11]([F:14])([F:13])[F:12])[C:8]([C:15]([O:17]CC)=[O:16])=[CH:7][C:6]=2[CH:20]=1.[OH-].[Na+], predict the reaction product. The product is: [Cl:1][C:2]1[CH:3]=[C:4]([C:21]2[CH:26]=[CH:25][CH:24]=[C:23]([O:27][CH3:28])[CH:22]=2)[C:5]2[O:10][CH:9]([C:11]([F:14])([F:13])[F:12])[C:8]([C:15]([OH:17])=[O:16])=[CH:7][C:6]=2[CH:20]=1. (2) Given the reactants Cl[C:2]1[C:7]([C:8](=[O:10])[CH3:9])=[CH:6][CH:5]=[CH:4][N:3]=1.O1CCOCC1.CC1(C)[C@]2(CS(O)(=O)=O)C(C[C@H]1CC2)=O.[NH2:32][C:33]1[CH:38]=[CH:37][CH:36]=[CH:35][CH:34]=1, predict the reaction product. The product is: [C:33]1([NH:32][C:2]2[C:7]([C:8](=[O:10])[CH3:9])=[CH:6][CH:5]=[CH:4][N:3]=2)[CH:38]=[CH:37][CH:36]=[CH:35][CH:34]=1. (3) Given the reactants [Li+].[OH-].C[O:4][C:5]([C:7]12[CH2:13][C:11]([NH:14][C:15]([O:17][C:18]([CH3:21])([CH3:20])[CH3:19])=[O:16])([CH2:12]1)[CH2:10][CH2:9][CH2:8]2)=[O:6], predict the reaction product. The product is: [C:18]([O:17][C:15]([NH:14][C:11]12[CH2:13][C:7]([C:5]([OH:6])=[O:4])([CH2:12]1)[CH2:8][CH2:9][CH2:10]2)=[O:16])([CH3:21])([CH3:19])[CH3:20]. (4) Given the reactants [Br:1][C:2]1[CH:11]=[C:10]2[C:5]([C:6](Cl)=[C:7]([N+:12]([O-:14])=[O:13])[CH:8]=[N:9]2)=[CH:4][CH:3]=1.[NH2:16][CH2:17][CH2:18][CH2:19][N:20]1[CH2:24][CH2:23][CH2:22][C:21]1=[O:25], predict the reaction product. The product is: [Br:1][C:2]1[CH:11]=[C:10]2[C:5]([C:6]([NH:16][CH2:17][CH2:18][CH2:19][N:20]3[CH2:24][CH2:23][CH2:22][C:21]3=[O:25])=[C:7]([N+:12]([O-:14])=[O:13])[CH:8]=[N:9]2)=[CH:4][CH:3]=1.